From a dataset of Blood-brain barrier penetration binary classification data from Martins et al.. Regression/Classification. Given a drug SMILES string, predict its absorption, distribution, metabolism, or excretion properties. Task type varies by dataset: regression for continuous measurements (e.g., permeability, clearance, half-life) or binary classification for categorical outcomes (e.g., BBB penetration, CYP inhibition). Dataset: bbb_martins. (1) The molecule is CN(C)[C@@H]1C(=O)/C(=C(\N)O)C(=O)[C@@]2(O)C(=O)C3=C(O)c4c(O)cccc4[C@@H](O)[C@H]3C[C@@H]12. The result is 0 (does not penetrate BBB). (2) The result is 0 (does not penetrate BBB). The molecule is CC(C)[C@H](NC(=O)[C@H](Cc1ccccc1)NC(=O)CNC(=O)[C@@H](C)NC(=O)[C@@H](N)Cc1ccc(O)cc1)C(N)=O. (3) The compound is Cc1cccc(C)c1NC1=NCCCS1. The result is 1 (penetrates BBB). (4) The molecule is C[C@]12CCC(=O)C=C1CC[C@@H]1[C@@H]2[C@@H](O)C[C@]2(C=O)[C@@H](C(=O)CO)CC[C@@H]12. The result is 0 (does not penetrate BBB). (5) The molecule is Cc1cccc(Nc2ccccc2C(=O)O)c1C. The result is 0 (does not penetrate BBB).